This data is from Forward reaction prediction with 1.9M reactions from USPTO patents (1976-2016). The task is: Predict the product of the given reaction. (1) Given the reactants [N:1]12[CH2:8][CH2:7][CH:4]([CH2:5][CH2:6]1)[C@@H:3]([NH:9][C:10]([C:12]1[S:13][C:14](Br)=[CH:15][CH:16]=1)=[O:11])[CH2:2]2.[C:18](=[O:21])([O-])[O-].[K+].[K+].O, predict the reaction product. The product is: [N:1]12[CH2:8][CH2:7][CH:4]([CH2:5][CH2:6]1)[C@@H:3]([NH:9][C:10]([C:12]1[S:13][C:14]([O:21][C:18]3[CH:6]=[CH:5][CH:4]=[CH:3][CH:2]=3)=[CH:15][CH:16]=1)=[O:11])[CH2:2]2. (2) Given the reactants C(O[C:4]([C:6]1[C:7]([OH:28])=[C:8]2[C:20]([C:21]3[CH:26]=[CH:25][C:24]([Cl:27])=[CH:23][CH:22]=3)=[N:19][S:18][C:9]2=[C:10]([C:12]#[C:13][Si](C)(C)C)[N:11]=1)=[O:5])C.[NH2:29][CH2:30][C:31]([OH:33])=[O:32].C[O-].[Na+], predict the reaction product. The product is: [Cl:27][C:24]1[CH:23]=[CH:22][C:21]([C:20]2[C:8]3[C:9](=[C:10]([C:12]#[CH:13])[N:11]=[C:6]([C:4]([NH:29][CH2:30][C:31]([OH:33])=[O:32])=[O:5])[C:7]=3[OH:28])[S:18][N:19]=2)=[CH:26][CH:25]=1. (3) The product is: [CH3:22][C:21]1[C:16]([N:13]2[CH2:14][CH2:15][N:10]([C:8]([C:5]3[N:6]=[CH:7][C:2]([N:27]4[CH2:26][C:25]([CH3:31])([CH3:24])[O:29][C:28]4=[O:30])=[N:3][CH:4]=3)=[O:9])[CH2:11][CH2:12]2)=[N:17][CH:18]=[C:19]([CH3:23])[CH:20]=1. Given the reactants Br[C:2]1[N:3]=[CH:4][C:5]([C:8]([N:10]2[CH2:15][CH2:14][N:13]([C:16]3[C:21]([CH3:22])=[CH:20][C:19]([CH3:23])=[CH:18][N:17]=3)[CH2:12][CH2:11]2)=[O:9])=[N:6][CH:7]=1.[CH3:24][C:25]1([CH3:31])[O:29][C:28](=[O:30])[NH:27][CH2:26]1, predict the reaction product. (4) Given the reactants [CH2:1]([O:8][C:9]1[C:14]([CH3:15])=[C:13]([CH3:16])[C:12]([O:17][CH2:18][C:19]2[CH:24]=[CH:23][CH:22]=[CH:21][CH:20]=2)=[C:11]([CH3:25])[C:10]=1[OH:26])[C:2]1[CH:7]=[CH:6][CH:5]=[CH:4][CH:3]=1.C(=O)([O-])[O-].[Cs+].[Cs+].F[C:34]1[CH:35]=[C:36]([C:43]([O:45][CH3:46])=[O:44])[CH:37]=[CH:38][C:39]=1[N+:40]([O-:42])=[O:41], predict the reaction product. The product is: [CH2:1]([O:8][C:9]1[C:14]([CH3:15])=[C:13]([CH3:16])[C:12]([O:17][CH2:18][C:19]2[CH:24]=[CH:23][CH:22]=[CH:21][CH:20]=2)=[C:11]([CH3:25])[C:10]=1[O:26][C:38]1[CH:37]=[C:36]([CH:35]=[CH:34][C:39]=1[N+:40]([O-:42])=[O:41])[C:43]([O:45][CH3:46])=[O:44])[C:2]1[CH:3]=[CH:4][CH:5]=[CH:6][CH:7]=1. (5) Given the reactants [F:1][C:2]([F:8])([F:7])[CH2:3][C:4](O)=[O:5].CCN=C=NCCCN(C)C.Cl.[C:21]([C:23]1[CH:28]=[CH:27][C:26]([N:29]([CH2:35][C:36]([F:39])([F:38])[F:37])[CH2:30][C:31](=[NH:34])[NH:32]O)=[CH:25][C:24]=1[C:40]([F:43])([F:42])[F:41])#[N:22], predict the reaction product. The product is: [F:37][C:36]([F:38])([F:39])[CH2:35][N:29]([CH2:30][C:31]1[N:34]=[C:4]([CH2:3][C:2]([F:8])([F:7])[F:1])[O:5][N:32]=1)[C:26]1[CH:27]=[CH:28][C:23]([C:21]#[N:22])=[C:24]([C:40]([F:41])([F:42])[F:43])[CH:25]=1. (6) Given the reactants [CH3:1][C:2]1[CH:7]=[CH:6][N:5]=[C:4]([CH:8]=C)[C:3]=1[CH2:10][O:11][CH:12]1[CH2:17][CH2:16][CH2:15][CH2:14][O:13]1.[BH4-].[Na+].C[OH:21], predict the reaction product. The product is: [CH3:1][C:2]1[CH:7]=[CH:6][N:5]=[C:4]([CH2:8][OH:21])[C:3]=1[CH2:10][O:11][CH:12]1[CH2:17][CH2:16][CH2:15][CH2:14][O:13]1. (7) Given the reactants Cl[C:2]1[N:3]=[C:4]([OH:12])[C:5]2[CH:11]=[CH:10][N:9]=[CH:8][C:6]=2[N:7]=1.[C:13]1([CH:19]2[CH2:24][CH2:23][CH2:22][N:21]([C:25]3[CH:30]=[CH:29][C:28]([OH:31])=[CH:27][CH:26]=3)[CH2:20]2)[CH:18]=[CH:17][CH:16]=[CH:15][CH:14]=1, predict the reaction product. The product is: [C:13]1([CH:19]2[CH2:24][CH2:23][CH2:22][N:21]([C:25]3[CH:26]=[CH:27][C:28]([O:31][C:2]4[N:3]=[C:4]([OH:12])[C:5]5[CH:11]=[CH:10][N:9]=[CH:8][C:6]=5[N:7]=4)=[CH:29][CH:30]=3)[CH2:20]2)[CH:14]=[CH:15][CH:16]=[CH:17][CH:18]=1.